This data is from Catalyst prediction with 721,799 reactions and 888 catalyst types from USPTO. The task is: Predict which catalyst facilitates the given reaction. (1) Reactant: C([O:4][CH2:5][C:6](Cl)=[O:7])(=O)C.[Cl:9][C:10]1[C:11]([C:31]2[N:35]3[CH:36]=[CH:37][CH:38]=[CH:39][C:34]3=[N:33][CH:32]=2)=[N:12][C:13]([NH:16][C:17]2[CH:22]=[CH:21][C:20]([N:23]3[CH2:28][CH2:27][NH:26][CH2:25][CH2:24]3)=[CH:19][C:18]=2[O:29][CH3:30])=[N:14][CH:15]=1.C(N(CC)C(C)C)(C)C.C([O-])([O-])=O.[K+].[K+]. Product: [Cl:9][C:10]1[C:11]([C:31]2[N:35]3[CH:36]=[CH:37][CH:38]=[CH:39][C:34]3=[N:33][CH:32]=2)=[N:12][C:13]([NH:16][C:17]2[CH:22]=[CH:21][C:20]([N:23]3[CH2:24][CH2:25][N:26]([C:6](=[O:7])[CH2:5][OH:4])[CH2:27][CH2:28]3)=[CH:19][C:18]=2[O:29][CH3:30])=[N:14][CH:15]=1. The catalyst class is: 61. (2) Product: [Cl:1][C:2]1[C:3]2[S:10][CH:9]=[C:8]([CH:11]=[O:12])[C:4]=2[N:5]=[CH:6][N:7]=1. Reactant: [Cl:1][C:2]1[C:3]2[S:10][CH:9]=[C:8]([CH2:11][OH:12])[C:4]=2[N:5]=[CH:6][N:7]=1. The catalyst class is: 703. (3) Reactant: [CH3:1][NH:2][C:3]1[N:8]=[CH:7][C:6]([C:9](=[O:11])[CH3:10])=[CH:5][CH:4]=1.[BrH:12].BrBr. Product: [Br:12][CH2:10][C:9]([C:6]1[CH:7]=[N:8][C:3]([NH:2][CH3:1])=[CH:4][CH:5]=1)=[O:11]. The catalyst class is: 15. (4) Reactant: Cl[C:2]1[C:11]([C:12]([OH:14])=[O:13])=[CH:10][C:9]2[C:4](=[CH:5][CH:6]=[C:7]([Cl:15])[CH:8]=2)[N:3]=1.[NH2:16][CH:17]([CH2:21][C:22]([NH:24][CH2:25][C:26]1[CH:31]=[CH:30][CH:29]=[CH:28][CH:27]=1)=[O:23])[C:18]([OH:20])=[O:19]. Product: [CH2:25]([NH:24][C:22]([CH2:21][CH:17]([NH:16][C:2]1[C:11]([C:12]([OH:14])=[O:13])=[CH:10][C:9]2[C:4](=[CH:5][CH:6]=[C:7]([Cl:15])[CH:8]=2)[N:3]=1)[C:18]([OH:20])=[O:19])=[O:23])[C:26]1[CH:27]=[CH:28][CH:29]=[CH:30][CH:31]=1. The catalyst class is: 3. (5) Product: [CH3:19][O:18][CH2:17][CH2:16][CH2:15][CH2:14][NH:6][C:5]1[CH:7]=[CH:8][CH:9]=[CH:10][C:4]=1[N+:1]([O-:3])=[O:2]. The catalyst class is: 596. Reactant: [N+:1]([C:4]1[CH:10]=[CH:9][CH:8]=[CH:7][C:5]=1[NH2:6])([O-:3])=[O:2].[Br-].[K+].Cl[CH2:14][CH2:15][CH2:16][CH2:17][O:18][CH3:19].[OH-].[Na+]. (6) Reactant: [CH3:1][C:2]1[C:7]([CH2:8][NH:9][CH:10]2[CH2:15][CH2:14][N:13]([CH2:16][C:17]([O:19]C)=[O:18])[CH2:12][CH2:11]2)=[CH:6][CH:5]=[CH:4][N:3]=1.[Li+].[OH-].Cl. Product: [CH3:1][C:2]1[C:7]([CH2:8][NH:9][CH:10]2[CH2:15][CH2:14][N:13]([CH2:16][C:17]([OH:19])=[O:18])[CH2:12][CH2:11]2)=[CH:6][CH:5]=[CH:4][N:3]=1. The catalyst class is: 20. (7) Reactant: O[CH2:2][C:3]1[CH:4]=[C:5]([O:19][CH3:20])[C:6](=[O:18])[N:7]([CH2:9][C:10]2[CH:15]=[CH:14][C:13]([O:16][CH3:17])=[CH:12][CH:11]=2)[N:8]=1.CCN(C(C)C)C(C)C.CS([Cl:34])(=O)=O. Product: [Cl:34][CH2:2][C:3]1[CH:4]=[C:5]([O:19][CH3:20])[C:6](=[O:18])[N:7]([CH2:9][C:10]2[CH:15]=[CH:14][C:13]([O:16][CH3:17])=[CH:12][CH:11]=2)[N:8]=1. The catalyst class is: 4. (8) Reactant: C1(S(C2(SC)[CH2:15][C@H:14]3[C@:12]([C:16]4[C:25]5[C:20](=[CH:21][CH:22]=[CH:23][CH:24]=5)[CH:19]=[CH:18][CH:17]=4)([CH2:13]3)[CH2:11]2)(=O)=O)C=CC=CC=1.[CH3:28][OH:29].Cl. Product: [C:16]1([C@:12]23[CH2:13][C@H:14]2[CH2:15][C:28](=[O:29])[CH2:11]3)[C:25]2[C:20](=[CH:21][CH:22]=[CH:23][CH:24]=2)[CH:19]=[CH:18][CH:17]=1. The catalyst class is: 175. (9) Reactant: C[O:2][C:3](=[O:34])[C@H:4]([O:6][C:7]1[CH:12]=[CH:11][C:10]([CH2:13][NH:14][C:15]([C:17]2[C:18]([O:23][C:24]3[CH:32]=[CH:31][C:27]4[O:28][CH2:29][O:30][C:26]=4[CH:25]=3)=[N:19][CH:20]=[CH:21][CH:22]=2)=[O:16])=[C:9]([F:33])[CH:8]=1)[CH3:5].[OH-].[Na+].CO.Cl. Product: [O:28]1[C:27]2[CH:31]=[CH:32][C:24]([O:23][C:18]3[C:17]([C:15]([NH:14][CH2:13][C:10]4[CH:11]=[CH:12][C:7]([O:6][C@H:4]([CH3:5])[C:3]([OH:34])=[O:2])=[CH:8][C:9]=4[F:33])=[O:16])=[CH:22][CH:21]=[CH:20][N:19]=3)=[CH:25][C:26]=2[O:30][CH2:29]1. The catalyst class is: 6. (10) Reactant: [H-].[Na+].[CH3:3][OH:4].[Cl:5][C:6]1[CH:22]=[C:21]([Cl:23])[CH:20]=[CH:19][C:7]=1[CH2:8][NH:9][C:10](=[O:18])[C:11]1[CH:16]=[CH:15][C:14](F)=[N:13][CH:12]=1. Product: [Cl:5][C:6]1[CH:22]=[C:21]([Cl:23])[CH:20]=[CH:19][C:7]=1[CH2:8][NH:9][C:10](=[O:18])[C:11]1[CH:16]=[CH:15][C:14]([O:4][CH3:3])=[N:13][CH:12]=1. The catalyst class is: 80.